From a dataset of Catalyst prediction with 721,799 reactions and 888 catalyst types from USPTO. Predict which catalyst facilitates the given reaction. (1) Reactant: [CH3:1][N:2]([CH3:7])[CH2:3][CH2:4][CH2:5][OH:6].[H-].[Na+].[Br:10][C:11]1[CH:12]=[N:13][C:14](Cl)=[N:15][CH:16]=1.[Cl-].[NH4+]. Product: [Br:10][C:11]1[CH:12]=[N:13][C:14]([O:6][CH2:5][CH2:4][CH2:3][N:2]([CH3:7])[CH3:1])=[N:15][CH:16]=1. The catalyst class is: 54. (2) Reactant: [CH:1]1[CH:2]=[CH:3][C:4]2[NH:13][C:12]3[N:11]=[CH:10][CH:9]=[CH:8][C:7]=3[C:5]=2[CH:6]=1.CN(C=O)C.[H-].[Na+].Cl.Cl[CH2:23][CH:24]([N:26]([CH3:28])[CH3:27])[CH3:25]. Product: [CH3:27][N:26]([CH3:28])[CH:24]([CH3:25])[CH2:23][N:13]1[C:4]2[C:5](=[CH:6][CH:1]=[CH:2][CH:3]=2)[C:7]2[CH:8]=[CH:9][CH:10]=[N:11][C:12]1=2. The catalyst class is: 1.